Dataset: Reaction yield outcomes from USPTO patents with 853,638 reactions. Task: Predict the reaction yield, written as a fraction of the theoretical maximum amount of product (1.0 means a 100% yield; for example, 0.34 means a 34% yield). The yield is 0.870. The reactants are [CH3:1][N:2]1[CH2:6][CH2:5][CH:4]([OH:7])[CH2:3]1.F[C:9]1[CH:14]=[CH:13][C:12]([N+:15]([O-:17])=[O:16])=[C:11]([O:18][CH3:19])[CH:10]=1.[OH-].[K+]. The catalyst is [Br-].C([N+](CCCC)(CCCC)CCCC)CCC.C1(C)C=CC=CC=1.O.CCOC(C)=O. The product is [CH3:19][O:18][C:11]1[CH:10]=[C:9]([CH:14]=[CH:13][C:12]=1[N+:15]([O-:17])=[O:16])[O:7][CH:4]1[CH2:5][CH2:6][N:2]([CH3:1])[CH2:3]1.